Predict the product of the given reaction. From a dataset of Forward reaction prediction with 1.9M reactions from USPTO patents (1976-2016). (1) Given the reactants [CH3:1][Si:2]([CH3:36])([CH3:35])[CH2:3][CH2:4][O:5][C:6](=[O:34])[C:7]1[CH:12]=[C:11]([O:13][CH:14]([CH3:16])[CH3:15])[CH:10]=[C:9]([O:17][C:18]2[CH:23]=[CH:22][C:21]([P:24]([O:30]C(C)C)([O:26]C(C)C)=[O:25])=[CH:20][CH:19]=2)[CH:8]=1.C[Si](N[Si](C)(C)C)(C)C.[Si](Br)(C)(C)C, predict the reaction product. The product is: [CH3:36][Si:2]([CH3:1])([CH3:35])[CH2:3][CH2:4][O:5][C:6](=[O:34])[C:7]1[CH:8]=[C:9]([O:17][C:18]2[CH:19]=[CH:20][C:21]([P:24]([OH:30])([OH:26])=[O:25])=[CH:22][CH:23]=2)[CH:10]=[C:11]([O:13][CH:14]([CH3:15])[CH3:16])[CH:12]=1. (2) Given the reactants [Cl:1][CH2:2][C:3]([C:5]1[CH:9]=[C:8]([C:10](=[O:20])[C:11]2[CH:16]=[CH:15][C:14]([S:17]([CH3:19])=[O:18])=[CH:13][CH:12]=2)[N:7]([CH3:21])[CH:6]=1)=[O:4].[OH:22]O, predict the reaction product. The product is: [Cl:1][CH2:2][C:3]([C:5]1[CH:9]=[C:8]([C:10](=[O:20])[C:11]2[CH:16]=[CH:15][C:14]([S:17]([CH3:19])(=[O:22])=[O:18])=[CH:13][CH:12]=2)[N:7]([CH3:21])[CH:6]=1)=[O:4]. (3) The product is: [C:1]1([C:7]2[O:11][N:10]=[CH:9][C:8]=2[CH2:12][CH2:13][CH2:14][OH:15])[CH:2]=[CH:3][CH:4]=[CH:5][CH:6]=1. Given the reactants [C:1]1([C:7]2[O:11][N:10]=[CH:9][C:8]=2[CH2:12][CH2:13][C:14](OC)=[O:15])[CH:6]=[CH:5][CH:4]=[CH:3][CH:2]=1.[H-].C([Al+]CC(C)C)C(C)C.Cl, predict the reaction product. (4) Given the reactants [NH2:1][C:2]1[CH:9]=[C:8]([O:10][CH3:11])[C:7]([O:12][CH3:13])=[CH:6][C:3]=1[C:4]#[N:5].[C:14]1([Mg]Br)[CH:19]=[CH:18][CH:17]=[CH:16][CH:15]=1, predict the reaction product. The product is: [NH:5]=[C:4]([C:14]1[CH:19]=[CH:18][CH:17]=[CH:16][CH:15]=1)[C:3]1[CH:6]=[C:7]([O:12][CH3:13])[C:8]([O:10][CH3:11])=[CH:9][C:2]=1[NH2:1]. (5) Given the reactants [N:1]1[CH:2]=[C:3]([C:10]([NH:12][C:13]2[CH:14]=[C:15]([C:20]3[N:24]=[C:23]([CH2:25][CH:26]4[CH2:29][N:28](C(OC(C)(C)C)=O)[CH2:27]4)[O:22][N:21]=3)[CH:16]=[CH:17][C:18]=2[CH3:19])=[O:11])[N:4]2[CH:9]=[CH:8][CH:7]=[CH:6][C:5]=12, predict the reaction product. The product is: [NH:28]1[CH2:29][CH:26]([CH2:25][C:23]2[O:22][N:21]=[C:20]([C:15]3[CH:16]=[CH:17][C:18]([CH3:19])=[C:13]([NH:12][C:10]([C:3]4[N:4]5[CH:9]=[CH:8][CH:7]=[CH:6][C:5]5=[N:1][CH:2]=4)=[O:11])[CH:14]=3)[N:24]=2)[CH2:27]1. (6) Given the reactants [CH3:1][O:2][C:3]1[CH:4]=[C:5]2[C:9](=[C:10]([CH3:12])[CH:11]=1)[NH:8][CH:7]=[C:6]2[C:13]1[CH2:14][CH2:15][N:16]([CH3:19])[CH2:17][CH:18]=1.[BH4-].[Na+].FC(F)(F)C(O)=O.Cl.[OH-].[Na+], predict the reaction product. The product is: [CH3:1][O:2][C:3]1[CH:4]=[C:5]2[C:9](=[C:10]([CH3:12])[CH:11]=1)[NH:8][CH:7]=[C:6]2[CH:13]1[CH2:18][CH2:17][N:16]([CH3:19])[CH2:15][CH2:14]1. (7) Given the reactants [CH3:1][C:2]12[C:8]([CH3:10])([CH3:9])[C:5]([C:11]([O:13][CH2:14][CH:15]3[CH:17]([CH2:18][O:19][CH3:20])[C:16]3([CH3:33])[C:21]3[CH:26]=[C:25]([CH:27]([CH3:29])[CH3:28])[CH:24]=[C:23]([CH:30]([CH3:32])[CH3:31])[CH:22]=3)=[O:12])([CH2:6][CH2:7]1)[O:4][C:3]2=[O:34].[CH2:35](OCC1[C@H](CO)C1(C)C1C=C(C(C)C)C=C(C(C)C)C=1)C.[CH2:57](I)C.CCOC(C)=O, predict the reaction product. The product is: [CH3:1][C:2]12[C:8]([CH3:9])([CH3:10])[C:5]([C:11]([O:13][CH2:14][C@H:15]3[C@H:17]([CH2:18][O:19][CH2:20][CH3:35])[C@@:16]3([CH3:33])[C:21]3[CH:26]=[C:25]([CH:27]([CH3:28])[CH3:29])[CH:24]=[C:23]([CH:30]([CH3:32])[CH3:31])[CH:22]=3)=[O:12])([CH2:6][CH2:7]1)[O:4][C:3]2=[O:34].[CH3:1][C:2]12[C:8]([CH3:9])([CH3:10])[C:5]([C:11]([O:13][CH2:14][C@@H:15]3[C@@H:17]([CH2:18][O:19][CH2:20][CH3:57])[C@:16]3([CH3:33])[C:21]3[CH:26]=[C:25]([CH:27]([CH3:28])[CH3:29])[CH:24]=[C:23]([CH:30]([CH3:32])[CH3:31])[CH:22]=3)=[O:12])([CH2:6][CH2:7]1)[O:4][C:3]2=[O:34]. (8) Given the reactants CS(C)=O.C(Cl)(=O)C(Cl)=O.[CH3:11][O:12][C:13]([C:15]1[S:16][C:17]([CH2:20][CH2:21][CH2:22][C@H:23]2[C@H:27](Cl)[CH2:26][C@@H:25]([OH:29])[C@@H:24]2[C:30]2[CH:35]=[CH:34][C:33]([CH:36]([O:42][CH2:43][C:44]3[CH:49]=[CH:48][C:47]([O:50][CH3:51])=[CH:46][CH:45]=3)[CH2:37][CH2:38][CH2:39][CH2:40][CH3:41])=[CH:32][CH:31]=2)=[CH:18][CH:19]=1)=[O:14].CCN(CC)CC, predict the reaction product. The product is: [CH3:11][O:12][C:13]([C:15]1[S:16][C:17]([CH2:20][CH2:21][CH2:22][C@@H:23]2[C@@H:24]([C:30]3[CH:35]=[CH:34][C:33]([CH:36]([O:42][CH2:43][C:44]4[CH:49]=[CH:48][C:47]([O:50][CH3:51])=[CH:46][CH:45]=4)[CH2:37][CH2:38][CH2:39][CH2:40][CH3:41])=[CH:32][CH:31]=3)[C:25](=[O:29])[CH:26]=[CH:27]2)=[CH:18][CH:19]=1)=[O:14]. (9) Given the reactants Cl[CH2:2][C:3]1[C:4]([CH:19]2[CH2:21][CH2:20]2)=[N:5][C:6]([C:9]2[CH:14]=[CH:13][C:12]([C:15]([F:18])([F:17])[F:16])=[CH:11][CH:10]=2)=[N:7][CH:8]=1.[C-:22]#[N:23].[Na+], predict the reaction product. The product is: [CH:19]1([C:4]2[C:3]([CH2:2][C:22]#[N:23])=[CH:8][N:7]=[C:6]([C:9]3[CH:14]=[CH:13][C:12]([C:15]([F:17])([F:16])[F:18])=[CH:11][CH:10]=3)[N:5]=2)[CH2:20][CH2:21]1.